This data is from Catalyst prediction with 721,799 reactions and 888 catalyst types from USPTO. The task is: Predict which catalyst facilitates the given reaction. Reactant: [O:1]=[C:2]1[C:6]2([CH2:11][CH2:10][N:9]([CH2:12][CH2:13][CH2:14][N:15]3[C:23]4[C:18](=[CH:19][CH:20]=[CH:21][CH:22]=4)[C:17]4([CH2:25][CH2:24]4)[C:16]3=[O:26])[CH2:8][CH2:7]2)[N:5]([C:27]2[CH:32]=[CH:31][CH:30]=[CH:29][CH:28]=2)[CH2:4][N:3]1[CH2:33][C:34]1[CH:35]=[C:36]([CH:44]=[CH:45][CH:46]=1)[C:37]([O:39]C(C)(C)C)=[O:38].C(O)=O.C([O-])=O.[ClH:53]. Product: [ClH:53].[O:1]=[C:2]1[C:6]2([CH2:11][CH2:10][N:9]([CH2:12][CH2:13][CH2:14][N:15]3[C:23]4[C:18](=[CH:19][CH:20]=[CH:21][CH:22]=4)[C:17]4([CH2:25][CH2:24]4)[C:16]3=[O:26])[CH2:8][CH2:7]2)[N:5]([C:27]2[CH:28]=[CH:29][CH:30]=[CH:31][CH:32]=2)[CH2:4][N:3]1[CH2:33][C:34]1[CH:35]=[C:36]([CH:44]=[CH:45][CH:46]=1)[C:37]([OH:39])=[O:38]. The catalyst class is: 12.